Dataset: NCI-60 drug combinations with 297,098 pairs across 59 cell lines. Task: Regression. Given two drug SMILES strings and cell line genomic features, predict the synergy score measuring deviation from expected non-interaction effect. (1) Drug 1: C1CNP(=O)(OC1)N(CCCl)CCCl. Drug 2: COCCOC1=C(C=C2C(=C1)C(=NC=N2)NC3=CC=CC(=C3)C#C)OCCOC. Cell line: SW-620. Synergy scores: CSS=3.07, Synergy_ZIP=4.78, Synergy_Bliss=2.85, Synergy_Loewe=-16.9, Synergy_HSA=-3.95. (2) Drug 1: C1CC(=O)NC(=O)C1N2C(=O)C3=CC=CC=C3C2=O. Drug 2: C1CCC(C(C1)N)N.C(=O)(C(=O)[O-])[O-].[Pt+4]. Cell line: MCF7. Synergy scores: CSS=7.59, Synergy_ZIP=-1.87, Synergy_Bliss=-1.42, Synergy_Loewe=-14.3, Synergy_HSA=-2.32. (3) Drug 1: C1C(C(OC1N2C=C(C(=O)NC2=O)F)CO)O. Drug 2: CC(C)(C#N)C1=CC(=CC(=C1)CN2C=NC=N2)C(C)(C)C#N. Cell line: KM12. Synergy scores: CSS=20.5, Synergy_ZIP=1.44, Synergy_Bliss=1.31, Synergy_Loewe=-4.48, Synergy_HSA=0.787. (4) Drug 1: CCCS(=O)(=O)NC1=C(C(=C(C=C1)F)C(=O)C2=CNC3=C2C=C(C=N3)C4=CC=C(C=C4)Cl)F. Drug 2: CC1=C(C=C(C=C1)NC2=NC=CC(=N2)N(C)C3=CC4=NN(C(=C4C=C3)C)C)S(=O)(=O)N.Cl. Cell line: IGROV1. Synergy scores: CSS=15.0, Synergy_ZIP=6.44, Synergy_Bliss=12.0, Synergy_Loewe=9.89, Synergy_HSA=10.8. (5) Drug 1: CN(CC1=CN=C2C(=N1)C(=NC(=N2)N)N)C3=CC=C(C=C3)C(=O)NC(CCC(=O)O)C(=O)O. Drug 2: CCN(CC)CCCC(C)NC1=C2C=C(C=CC2=NC3=C1C=CC(=C3)Cl)OC. Cell line: SK-OV-3. Synergy scores: CSS=18.8, Synergy_ZIP=-5.27, Synergy_Bliss=-7.04, Synergy_Loewe=-12.4, Synergy_HSA=-4.99. (6) Drug 1: C(=O)(N)NO. Drug 2: CN(CC1=CN=C2C(=N1)C(=NC(=N2)N)N)C3=CC=C(C=C3)C(=O)NC(CCC(=O)O)C(=O)O. Cell line: MDA-MB-435. Synergy scores: CSS=53.6, Synergy_ZIP=6.45, Synergy_Bliss=6.85, Synergy_Loewe=-32.1, Synergy_HSA=5.34. (7) Drug 1: CC1C(C(=O)NC(C(=O)N2CCCC2C(=O)N(CC(=O)N(C(C(=O)O1)C(C)C)C)C)C(C)C)NC(=O)C3=C4C(=C(C=C3)C)OC5=C(C(=O)C(=C(C5=N4)C(=O)NC6C(OC(=O)C(N(C(=O)CN(C(=O)C7CCCN7C(=O)C(NC6=O)C(C)C)C)C)C(C)C)C)N)C. Drug 2: C1=CN(C(=O)N=C1N)C2C(C(C(O2)CO)O)O.Cl. Cell line: NCI-H226. Synergy scores: CSS=9.84, Synergy_ZIP=5.11, Synergy_Bliss=7.26, Synergy_Loewe=5.43, Synergy_HSA=8.07. (8) Drug 1: CC(C1=C(C=CC(=C1Cl)F)Cl)OC2=C(N=CC(=C2)C3=CN(N=C3)C4CCNCC4)N. Drug 2: C1=CN(C(=O)N=C1N)C2C(C(C(O2)CO)O)O.Cl. Cell line: SF-295. Synergy scores: CSS=21.7, Synergy_ZIP=-5.96, Synergy_Bliss=-0.425, Synergy_Loewe=0.746, Synergy_HSA=2.01.